Task: Predict the reaction yield, written as a fraction of the theoretical maximum amount of product (1.0 means a 100% yield; for example, 0.34 means a 34% yield).. Dataset: Reaction yield outcomes from USPTO patents with 853,638 reactions (1) The reactants are P([O:13][CH2:14][CH2:15][N:16]([CH2:20][CH2:21][CH2:22][O:23][C:24]1[CH:33]=[C:32]2[C:27]([C:28]([NH:34][C:35]3[CH:39]=[C:38]([CH2:40][C:41]([NH:43][C:44]4[CH:49]=[CH:48][CH:47]=[C:46]([F:50])[C:45]=4[F:51])=[O:42])[NH:37][N:36]=3)=[N:29][CH:30]=[N:31]2)=[CH:26][C:25]=1[O:52][CH3:53])[CH:17]([CH3:19])[CH3:18])(OC(C)(C)C)(OC(C)(C)C)=O.C(NCCO)(C)C. No catalyst specified. The product is [F:51][C:45]1[C:46]([F:50])=[CH:47][CH:48]=[CH:49][C:44]=1[NH:43][C:41](=[O:42])[CH2:40][C:38]1[NH:37][N:36]=[C:35]([NH:34][C:28]2[C:27]3[C:32](=[CH:33][C:24]([O:23][CH2:22][CH2:21][CH2:20][N:16]([CH2:15][CH2:14][OH:13])[CH:17]([CH3:19])[CH3:18])=[C:25]([O:52][CH3:53])[CH:26]=3)[N:31]=[CH:30][N:29]=2)[CH:39]=1. The yield is 0.490. (2) The reactants are [N+:1]([C:4]1[C:9]([O:10][C:11]2[CH:12]=[C:13]([N:17]3[CH2:22][CH2:21][O:20][CH2:19][CH2:18]3)[CH:14]=[CH:15][CH:16]=2)=[CH:8][CH:7]=[CH:6][N:5]=1)([O-])=O.[H][H]. The catalyst is C(O)C.[Pd]. The product is [O:20]1[CH2:21][CH2:22][N:17]([C:13]2[CH:12]=[C:11]([CH:16]=[CH:15][CH:14]=2)[O:10][C:9]2[C:4]([NH2:1])=[N:5][CH:6]=[CH:7][CH:8]=2)[CH2:18][CH2:19]1. The yield is 0.970. (3) The reactants are [CH:1]1([CH2:6][CH:7]([C:20]2[CH:25]=[CH:24][C:23]([Cl:26])=[C:22]([Cl:27])[CH:21]=2)[C:8]([NH:10][C:11]2[CH:19]=[CH:18][C:14]([C:15]([OH:17])=O)=[CH:13][N:12]=2)=[O:9])[CH2:5][CH2:4][CH2:3][CH2:2]1.[CH:28]([N:31](CC)C(C)C)(C)C.F[P-](F)(F)(F)(F)F.N1(O[P+](N(C)C)(N(C)C)N(C)C)C2C=CC=CC=2N=N1.CN.O1CCCC1. The catalyst is CN(C)C=O.O. The product is [CH:1]1([CH2:6][CH:7]([C:20]2[CH:25]=[CH:24][C:23]([Cl:26])=[C:22]([Cl:27])[CH:21]=2)[C:8]([NH:10][C:11]2[CH:19]=[CH:18][C:14]([C:15]([NH:31][CH3:28])=[O:17])=[CH:13][N:12]=2)=[O:9])[CH2:2][CH2:3][CH2:4][CH2:5]1. The yield is 0.640. (4) The reactants are [CH3:1][O:2][C:3]1[CH:4]=[C:5]2[C:10](=[CH:11][CH:12]=1)[NH:9][C:8](=[O:13])[CH:7]=[CH:6]2.[H-].[Na+].Br[CH2:17][CH2:18][CH2:19]Cl.C([O-])([O-])=O.[K+].[K+].[CH2:27]([CH:31]1[CH2:36][CH2:35][NH:34][CH2:33][CH2:32]1)[CH2:28][CH2:29][CH3:30]. The catalyst is CCOCC.CC#N.CCOC(C)=O. The product is [CH2:27]([CH:31]1[CH2:36][CH2:35][N:34]([CH2:17][CH2:18][CH2:19][N:9]2[C:10]3[C:5](=[CH:4][C:3]([O:2][CH3:1])=[CH:12][CH:11]=3)[CH:6]=[CH:7][C:8]2=[O:13])[CH2:33][CH2:32]1)[CH2:28][CH2:29][CH3:30]. The yield is 0.440. (5) The reactants are [Br:1][C:2]1[CH:20]=[CH:19][C:5]([CH2:6][CH:7]2[NH:14][CH2:13][C:12]3[CH:15]=[CH:16][CH:17]=[CH:18][C:11]=3[CH2:10][O:9][CH2:8]2)=[CH:4][CH:3]=1.[CH3:21][O:22][C:23]1[CH:28]=[CH:27][CH:26]=[CH:25][C:24]=1[S:29](Cl)(=[O:31])=[O:30]. The catalyst is C(#N)C.CN(C1C=CN=CC=1)C. The product is [Br:1][C:2]1[CH:20]=[CH:19][C:5]([CH2:6][CH:7]2[N:14]([S:29]([C:24]3[CH:25]=[CH:26][CH:27]=[CH:28][C:23]=3[O:22][CH3:21])(=[O:31])=[O:30])[CH2:13][C:12]3[CH:15]=[CH:16][CH:17]=[CH:18][C:11]=3[CH2:10][O:9][CH2:8]2)=[CH:4][CH:3]=1. The yield is 0.380.